Task: Predict the reactants needed to synthesize the given product.. Dataset: Full USPTO retrosynthesis dataset with 1.9M reactions from patents (1976-2016) (1) Given the product [O:1]=[C:2]1[C:3]([C:4]([OH:6])=[O:5])=[CH:7][CH:8]=[CH:9][N:10]1[CH2:18][C:17]1[CH:20]=[CH:21][CH:22]=[C:15]([C:14]([F:13])([F:23])[F:24])[CH:16]=1, predict the reactants needed to synthesize it. The reactants are: [OH:1][C:2]1[N:10]=[CH:9][CH:8]=[CH:7][C:3]=1[C:4]([OH:6])=[O:5].[OH-].[Na+].[F:13][C:14]([F:24])([F:23])[C:15]1[CH:16]=[C:17]([CH:20]=[CH:21][CH:22]=1)[CH2:18]Br. (2) Given the product [Br:3][C:4]1[CH:5]=[C:6]([N:10]([CH3:17])[C:11]2[CH:16]=[N:15][CH:14]=[N:13][CH:12]=2)[CH:7]=[N:8][CH:9]=1, predict the reactants needed to synthesize it. The reactants are: [H-].[Na+].[Br:3][C:4]1[CH:5]=[C:6]([NH:10][C:11]2[CH:12]=[N:13][CH:14]=[N:15][CH:16]=2)[CH:7]=[N:8][CH:9]=1.[CH3:17]I. (3) Given the product [N:10]12[CH2:15][CH2:14][CH:13]([CH2:12][CH2:11]1)[C@@H:8]([NH:7][C:26]([C:25]1[CH:24]=[N:23][C:22]([C:21]([F:20])([F:32])[F:31])=[CH:30][CH:29]=1)=[O:28])[CH2:9]2, predict the reactants needed to synthesize it. The reactants are: COC1C=CC=CC=1C([NH:7][C@H:8]1[CH:13]2[CH2:14][CH2:15][N:10]([CH2:11][CH2:12]2)[CH2:9]1)=O.[F:20][C:21]([F:32])([F:31])[C:22]1[CH:30]=[CH:29][C:25]([C:26]([OH:28])=O)=[CH:24][N:23]=1.